Dataset: NCI-60 drug combinations with 297,098 pairs across 59 cell lines. Task: Regression. Given two drug SMILES strings and cell line genomic features, predict the synergy score measuring deviation from expected non-interaction effect. Drug 1: C1=CC=C(C=C1)NC(=O)CCCCCCC(=O)NO. Drug 2: CN1C2=C(C=C(C=C2)N(CCCl)CCCl)N=C1CCCC(=O)O.Cl. Cell line: NCI-H322M. Synergy scores: CSS=4.86, Synergy_ZIP=-1.75, Synergy_Bliss=0.314, Synergy_Loewe=-5.43, Synergy_HSA=-0.766.